From a dataset of Full USPTO retrosynthesis dataset with 1.9M reactions from patents (1976-2016). Predict the reactants needed to synthesize the given product. Given the product [Br:1][C:2]1[N:7]=[C:6]([CH2:8][C:9]2[C:17]3[C:12](=[CH:13][C:14]([O:18][CH3:19])=[CH:15][CH:16]=3)[N:11]([C:26]([O:28][C:29]([CH3:32])([CH3:31])[CH3:30])=[O:27])[C:10]=2[C:20]2[CH:21]=[CH:22][CH:23]=[CH:24][CH:25]=2)[CH:5]=[CH:4][CH:3]=1, predict the reactants needed to synthesize it. The reactants are: [Br:1][C:2]1[N:7]=[C:6]([CH2:8][C:9]2[C:17]3[C:12](=[CH:13][C:14]([O:18][CH3:19])=[CH:15][CH:16]=3)[NH:11][C:10]=2[C:20]2[CH:25]=[CH:24][CH:23]=[CH:22][CH:21]=2)[CH:5]=[CH:4][CH:3]=1.[C:26](O[C:26]([O:28][C:29]([CH3:32])([CH3:31])[CH3:30])=[O:27])([O:28][C:29]([CH3:32])([CH3:31])[CH3:30])=[O:27].O.